Dataset: Catalyst prediction with 721,799 reactions and 888 catalyst types from USPTO. Task: Predict which catalyst facilitates the given reaction. Reactant: C([Li])CCC.C(NC(C)C)(C)C.[Br:13][C:14]1[CH:22]=[C:21]2[C:17]([CH2:18][CH2:19][C:20]2=[O:23])=[CH:16][CH:15]=1.Br[CH2:25][C:26]([O:28][CH2:29][CH3:30])=[O:27].Cl.C(=O)([O-])[O-].[K+].[K+]. Product: [Br:13][C:14]1[CH:22]=[C:21]2[C:17]([CH2:18][CH:19]([CH2:25][C:26]([O:28][CH2:29][CH3:30])=[O:27])[C:20]2=[O:23])=[CH:16][CH:15]=1. The catalyst class is: 30.